From a dataset of NCI-60 drug combinations with 297,098 pairs across 59 cell lines. Regression. Given two drug SMILES strings and cell line genomic features, predict the synergy score measuring deviation from expected non-interaction effect. (1) Drug 1: CC(C1=C(C=CC(=C1Cl)F)Cl)OC2=C(N=CC(=C2)C3=CN(N=C3)C4CCNCC4)N. Drug 2: CC1=C(C=C(C=C1)NC(=O)C2=CC=C(C=C2)CN3CCN(CC3)C)NC4=NC=CC(=N4)C5=CN=CC=C5. Cell line: NCIH23. Synergy scores: CSS=9.07, Synergy_ZIP=-4.98, Synergy_Bliss=-3.54, Synergy_Loewe=-3.35, Synergy_HSA=-3.01. (2) Drug 1: C1=NC2=C(N=C(N=C2N1C3C(C(C(O3)CO)O)O)F)N. Drug 2: C1=CN(C=N1)CC(O)(P(=O)(O)O)P(=O)(O)O. Cell line: SR. Synergy scores: CSS=5.56, Synergy_ZIP=1.05, Synergy_Bliss=-5.10, Synergy_Loewe=-4.67, Synergy_HSA=-3.29. (3) Drug 1: C1=C(C(=O)NC(=O)N1)F. Drug 2: CC1=C2C(C(=O)C3(C(CC4C(C3C(C(C2(C)C)(CC1OC(=O)C(C(C5=CC=CC=C5)NC(=O)C6=CC=CC=C6)O)O)OC(=O)C7=CC=CC=C7)(CO4)OC(=O)C)O)C)OC(=O)C. Cell line: UACC62. Synergy scores: CSS=51.0, Synergy_ZIP=-17.0, Synergy_Bliss=-17.8, Synergy_Loewe=-11.6, Synergy_HSA=-9.19.